This data is from Forward reaction prediction with 1.9M reactions from USPTO patents (1976-2016). The task is: Predict the product of the given reaction. The product is: [C:2]1([C:1]2[C:9]3[C:10](=[CH:18][CH:19]=[C:20]([C:22]([F:25])([F:24])[F:23])[CH:21]=3)[NH:11][C:12](=[O:17])[N:34]=2)[CH:7]=[CH:6][CH:5]=[CH:4][CH:3]=1. Given the reactants [C:1]([C:9]1[CH:21]=[C:20]([C:22]([F:25])([F:24])[F:23])[CH:19]=[CH:18][C:10]=1[NH:11][C:12](=[O:17])C(Cl)(Cl)Cl)(=O)[C:2]1[CH:7]=[CH:6][CH:5]=[CH:4][CH:3]=1.CS(C)=O.C([O-])(=O)C.[NH4+:34], predict the reaction product.